From a dataset of CYP2C9 inhibition data for predicting drug metabolism from PubChem BioAssay. Regression/Classification. Given a drug SMILES string, predict its absorption, distribution, metabolism, or excretion properties. Task type varies by dataset: regression for continuous measurements (e.g., permeability, clearance, half-life) or binary classification for categorical outcomes (e.g., BBB penetration, CYP inhibition). Dataset: cyp2c9_veith. (1) The compound is COC(=O)c1[nH]c2ccc(Br)cc2c1NC(=O)Oc1ccccc1. The result is 1 (inhibitor). (2) The compound is N#C/C(=C\c1cccs1)C(=O)NCC1CCCO1. The result is 0 (non-inhibitor). (3) The compound is CC(C)(Oc1ccc(CCNC(=O)c2ccc(Cl)cc2)cc1)C(=O)O. The result is 0 (non-inhibitor). (4) The molecule is Cc1ccc(CSc2nnc3c(n2)OC2(Nc4ccccc4-3)C(=O)Nc3ccc(F)cc32)cc1. The result is 1 (inhibitor). (5) The compound is N#Cc1ccc(CN2CC3(CCNCC3)C2)cc1. The result is 0 (non-inhibitor).